This data is from Forward reaction prediction with 1.9M reactions from USPTO patents (1976-2016). The task is: Predict the product of the given reaction. (1) Given the reactants Cl.Cl.[C:3]([C:7]1[CH:12]=[CH:11][CH:10]=[CH:9][C:8]=1[N:13]1[CH2:18][CH2:17][NH:16][CH2:15][CH2:14]1)([CH3:6])([CH3:5])[CH3:4].[CH2:19]([O:26][C:27]1[CH:28]=[C:29]2[C:33](=[CH:34][CH:35]=1)[NH:32][C:31]([C:36](O)=[O:37])=[CH:30]2)[C:20]1[CH:25]=[CH:24][CH:23]=[CH:22][CH:21]=1.Cl.C(N=C=NCCCN(C)C)C.O.ON1C2C=CC=CC=2N=N1, predict the reaction product. The product is: [CH2:19]([O:26][C:27]1[CH:28]=[C:29]2[C:33](=[CH:34][CH:35]=1)[NH:32][C:31]([C:36]([N:16]1[CH2:17][CH2:18][N:13]([C:8]3[CH:9]=[CH:10][CH:11]=[CH:12][C:7]=3[C:3]([CH3:6])([CH3:4])[CH3:5])[CH2:14][CH2:15]1)=[O:37])=[CH:30]2)[C:20]1[CH:21]=[CH:22][CH:23]=[CH:24][CH:25]=1. (2) The product is: [CH2:27]([C@@H:34]1[CH2:38][O:37][C:36](=[O:39])[N:35]1[C:40](=[O:47])[C@H:41]([CH2:45][I:1])[CH:42]([CH3:44])[CH3:43])[C:28]1[CH:33]=[CH:32][CH:31]=[CH:30][CH:29]=1. Given the reactants [I:1]I.C1(P(C2C=CC=CC=2)C2C=CC=CC=2)C=CC=CC=1.N1C=CN=C1.[CH2:27]([C@@H:34]1[CH2:38][O:37][C:36](=[O:39])[N:35]1[C:40](=[O:47])[C@H:41]([CH2:45]O)[CH:42]([CH3:44])[CH3:43])[C:28]1[CH:33]=[CH:32][CH:31]=[CH:30][CH:29]=1, predict the reaction product.